Dataset: Peptide-MHC class I binding affinity with 185,985 pairs from IEDB/IMGT. Task: Regression. Given a peptide amino acid sequence and an MHC pseudo amino acid sequence, predict their binding affinity value. This is MHC class I binding data. (1) The peptide sequence is GVAMPNLYK. The MHC is HLA-B58:01 with pseudo-sequence HLA-B58:01. The binding affinity (normalized) is 0.0847. (2) The peptide sequence is GEDTVWEVQG. The MHC is HLA-B40:01 with pseudo-sequence HLA-B40:01. The binding affinity (normalized) is 0.0495. (3) The MHC is HLA-A68:02 with pseudo-sequence HLA-A68:02. The binding affinity (normalized) is 0.0847. The peptide sequence is RRFTQAIYD. (4) The peptide sequence is VMTTVLATL. The MHC is HLA-E01:03 with pseudo-sequence HLA-E01:03. The binding affinity (normalized) is 0.307.